Dataset: Kir2.1 potassium channel HTS with 301,493 compounds. Task: Binary Classification. Given a drug SMILES string, predict its activity (active/inactive) in a high-throughput screening assay against a specified biological target. (1) The molecule is O=C1NCCN\C1=C/C(=O)c1ccc(cc1)C. The result is 0 (inactive). (2) The molecule is s1c2c(=O)n3CCCCCc3nc2cc1c1ccc(OC)cc1. The result is 0 (inactive). (3) The compound is Clc1c(C2N(C(=O)c3c(N2)cccc3)c2ccc(Cl)cc2)cc(OC)c(OCC(O)=O)c1. The result is 0 (inactive). (4) The molecule is O1C(CN(C(=O)c2ccc(N(C)C)cc2)C)COc2c1cccc2. The result is 0 (inactive). (5) The drug is OC1(C2(C(C3C(C4(C(CC3)=CC(=O)CC4)C)C(O)C2)CC1)C)C(=O)CO. The result is 0 (inactive).